From a dataset of Retrosynthesis with 50K atom-mapped reactions and 10 reaction types from USPTO. Predict the reactants needed to synthesize the given product. Given the product Cc1noc(C)c1-c1ccc2c(c1)C(C)(c1ccccc1)N(C)C(=O)N2, predict the reactants needed to synthesize it. The reactants are: CN1C(=O)Nc2ccc(Br)cc2C1(C)c1ccccc1.Cc1noc(C)c1B(O)O.